Dataset: NCI-60 drug combinations with 297,098 pairs across 59 cell lines. Task: Regression. Given two drug SMILES strings and cell line genomic features, predict the synergy score measuring deviation from expected non-interaction effect. (1) Drug 1: CCCCC(=O)OCC(=O)C1(CC(C2=C(C1)C(=C3C(=C2O)C(=O)C4=C(C3=O)C=CC=C4OC)O)OC5CC(C(C(O5)C)O)NC(=O)C(F)(F)F)O. Drug 2: CC=C1C(=O)NC(C(=O)OC2CC(=O)NC(C(=O)NC(CSSCCC=C2)C(=O)N1)C(C)C)C(C)C. Cell line: HS 578T. Synergy scores: CSS=58.2, Synergy_ZIP=-2.36, Synergy_Bliss=-6.81, Synergy_Loewe=-11.4, Synergy_HSA=-6.72. (2) Drug 1: CC1=C(C=C(C=C1)NC2=NC=CC(=N2)N(C)C3=CC4=NN(C(=C4C=C3)C)C)S(=O)(=O)N.Cl. Drug 2: C1CN1P(=S)(N2CC2)N3CC3. Cell line: SK-MEL-5. Synergy scores: CSS=5.29, Synergy_ZIP=-3.85, Synergy_Bliss=-7.64, Synergy_Loewe=-16.2, Synergy_HSA=-9.71. (3) Drug 1: C1=C(C(=O)NC(=O)N1)N(CCCl)CCCl. Drug 2: COC1=C2C(=CC3=C1OC=C3)C=CC(=O)O2. Cell line: EKVX. Synergy scores: CSS=3.25, Synergy_ZIP=-3.76, Synergy_Bliss=-4.82, Synergy_Loewe=-6.96, Synergy_HSA=-5.11. (4) Drug 1: CC1CCC2CC(C(=CC=CC=CC(CC(C(=O)C(C(C(=CC(C(=O)CC(OC(=O)C3CCCCN3C(=O)C(=O)C1(O2)O)C(C)CC4CCC(C(C4)OC)O)C)C)O)OC)C)C)C)OC. Cell line: OVCAR-5. Synergy scores: CSS=54.7, Synergy_ZIP=-7.33, Synergy_Bliss=-2.10, Synergy_Loewe=-0.988, Synergy_HSA=2.13. Drug 2: CCC1(C2=C(COC1=O)C(=O)N3CC4=CC5=C(C=CC(=C5CN(C)C)O)N=C4C3=C2)O.Cl. (5) Drug 1: CC1C(C(CC(O1)OC2CC(CC3=C2C(=C4C(=C3O)C(=O)C5=C(C4=O)C(=CC=C5)OC)O)(C(=O)CO)O)N)O.Cl. Drug 2: CC1OCC2C(O1)C(C(C(O2)OC3C4COC(=O)C4C(C5=CC6=C(C=C35)OCO6)C7=CC(=C(C(=C7)OC)O)OC)O)O. Cell line: MALME-3M. Synergy scores: CSS=10.9, Synergy_ZIP=-5.46, Synergy_Bliss=-1.08, Synergy_Loewe=-1.90, Synergy_HSA=0.451. (6) Drug 1: C1=C(C(=O)NC(=O)N1)N(CCCl)CCCl. Drug 2: CC1=C(C=C(C=C1)NC(=O)C2=CC=C(C=C2)CN3CCN(CC3)C)NC4=NC=CC(=N4)C5=CN=CC=C5. Cell line: OVCAR-8. Synergy scores: CSS=23.0, Synergy_ZIP=-4.46, Synergy_Bliss=4.26, Synergy_Loewe=-0.763, Synergy_HSA=3.07. (7) Drug 1: CN(CCCl)CCCl.Cl. Drug 2: C(CCl)NC(=O)N(CCCl)N=O. Cell line: MOLT-4. Synergy scores: CSS=77.9, Synergy_ZIP=12.0, Synergy_Bliss=12.0, Synergy_Loewe=-2.00, Synergy_HSA=14.6.